From a dataset of Reaction yield outcomes from USPTO patents with 853,638 reactions. Predict the reaction yield, written as a fraction of the theoretical maximum amount of product (1.0 means a 100% yield; for example, 0.34 means a 34% yield). (1) The reactants are [C:1]([O:9][CH2:10][C@@H:11]1[C:15]([O:17][C:18](=[O:20])[CH3:19])([CH3:16])[C@:14]([F:22])([CH3:21])[CH:13]([N:23]2[CH:31]=[N:30][C:29]3[C:24]2=[N:25][CH:26]=[N:27][C:28]=3Cl)[O:12]1)(=[O:8])[C:2]1[CH:7]=[CH:6][CH:5]=[CH:4][CH:3]=1.[CH2:33]([NH2:39])[C:34]1[O:38][CH:37]=[CH:36][CH:35]=1.O. The catalyst is C(O)C. The product is [C:1]([O:9][CH2:10][C@@H:11]1[C:15]([O:17][C:18](=[O:20])[CH3:19])([CH3:16])[C@:14]([F:22])([CH3:21])[CH:13]([N:23]2[CH:31]=[N:30][C:29]3[C:24]2=[N:25][CH:26]=[N:27][C:28]=3[NH:39][CH2:33][C:34]2[O:38][CH:37]=[CH:36][CH:35]=2)[O:12]1)(=[O:8])[C:2]1[CH:7]=[CH:6][CH:5]=[CH:4][CH:3]=1. The yield is 0.442. (2) The reactants are [NH:1]([CH2:6][C:7]([OH:9])=[O:8])[CH2:2][C:3]([OH:5])=[O:4].[P:10]([OH:13])([OH:12])[OH:11].[CH2:14]=O. The catalyst is O. The product is [P:10]([CH2:14][N:1]([CH2:6][C:7]([OH:9])=[O:8])[CH2:2][C:3]([OH:5])=[O:4])([OH:13])([OH:12])=[O:11]. The yield is 0.591.